This data is from Full USPTO retrosynthesis dataset with 1.9M reactions from patents (1976-2016). The task is: Predict the reactants needed to synthesize the given product. (1) Given the product [Br:1][C:2]1[C:3]([F:9])=[CH:4][CH:5]=[C:6]([F:8])[C:7]=1[CH:20]=[O:21], predict the reactants needed to synthesize it. The reactants are: [Br:1][C:2]1[CH:7]=[C:6]([F:8])[CH:5]=[CH:4][C:3]=1[F:9].C([N-]C(C)C)(C)C.[Li+].CN(C)[CH:20]=[O:21].C(O)(=O)C. (2) Given the product [NH2:7][C:8]([CH2:16][N:17]1[C:25]2[C:20](=[CH:21][C:22]([C:26]3[N:30]=[C:29]([C:31]4[CH:36]=[CH:35][C:34]([O:37][CH2:38][CH2:39][CH2:40][CH3:41])=[C:33]([Cl:42])[CH:32]=4)[O:28][N:27]=3)=[CH:23][CH:24]=2)[CH2:19][CH2:18]1)([CH2:9][OH:10])[CH2:13][OH:12], predict the reactants needed to synthesize it. The reactants are: C(OC(=O)[NH:7][C:8]1([CH2:16][N:17]2[C:25]3[C:20](=[CH:21][C:22]([C:26]4[N:30]=[C:29]([C:31]5[CH:36]=[CH:35][C:34]([O:37][CH2:38][CH2:39][CH2:40][CH3:41])=[C:33]([Cl:42])[CH:32]=5)[O:28][N:27]=4)=[CH:23][CH:24]=3)[CH2:19][CH2:18]2)[CH2:13][O:12]C(C)(C)[O:10][CH2:9]1)(C)(C)C.C(OC1C=C(C2ON=C(C3C=CC=C4C=3CCN4CC3(NC(=O)OC(C)(C)C)COC(C)(C)OC3)N=2)C=CC=1OCC)C. (3) Given the product [CH3:14][O:15][C:16]1[CH:21]=[C:20]([CH:19]=[CH:18][C:17]=1[O:22][CH3:23])[C:7]([C:6]1[CH:10]=[CH:11][C:3]([C:2]([F:13])([F:12])[F:1])=[CH:4][CH:5]=1)=[O:8], predict the reactants needed to synthesize it. The reactants are: [F:1][C:2]([F:13])([F:12])[C:3]1[CH:11]=[CH:10][C:6]([C:7](Cl)=[O:8])=[CH:5][CH:4]=1.[CH3:14][O:15][C:16]1[CH:21]=[CH:20][CH:19]=[CH:18][C:17]=1[O:22][CH3:23].[Sn](Cl)(Cl)(Cl)Cl.Cl. (4) Given the product [CH2:1]([N:8]1[CH2:12][C@@H:11]([C:13]2[CH:14]=[CH:15][CH:16]=[CH:17][CH:18]=2)[C@H:10]([CH2:19][C:20]2[N:21]=[N:22][N:23]([CH2:25][CH2:26][CH3:27])[CH:24]=2)[CH2:9]1)[C:2]1[CH:7]=[CH:6][CH:5]=[CH:4][CH:3]=1, predict the reactants needed to synthesize it. The reactants are: [CH2:1]([N:8]1[CH2:12][C@@H:11]([C:13]2[CH:18]=[CH:17][CH:16]=[CH:15][CH:14]=2)[C@H:10]([CH2:19][C:20]2[N:21]=[N:22][N:23]([CH2:25][CH2:26][CH3:27])[CH:24]=2)[C:9]1=O)[C:2]1[CH:7]=[CH:6][CH:5]=[CH:4][CH:3]=1.[Li]. (5) Given the product [CH3:20][O:19][C:12]1[CH:13]=[C:14]([O:17][CH3:18])[CH:15]=[CH:16][C:11]=1[CH2:10][NH:9][O:8][CH2:7][C:6]1[CH:5]=[CH:4][C:3]([O:2][CH3:1])=[CH:22][CH:21]=1, predict the reactants needed to synthesize it. The reactants are: [CH3:1][O:2][C:3]1[CH:22]=[CH:21][C:6]([CH2:7][O:8][N:9]=[CH:10][C:11]2[CH:16]=[CH:15][C:14]([O:17][CH3:18])=[CH:13][C:12]=2[O:19][CH3:20])=[CH:5][CH:4]=1.C([BH3-])#N.[Na+].Cl.C(=O)([O-])O.[Na+]. (6) Given the product [CH:1]1([N:7]([CH3:31])[C:8]([C:10]2[CH:30]=[CH:29][C:13]3[N:14]([CH2:25][CH2:26][CH2:27][O:28][C:32](=[O:34])[CH3:33])[C:15]([NH:17][C:18]([C:20]4[S:21][CH:22]=[CH:23][CH:24]=4)=[O:19])=[N:16][C:12]=3[CH:11]=2)=[O:9])[CH2:2][CH2:3][CH2:4][CH2:5][CH2:6]1, predict the reactants needed to synthesize it. The reactants are: [CH:1]1([N:7]([CH3:31])[C:8]([C:10]2[CH:30]=[CH:29][C:13]3[N:14]([CH2:25][CH2:26][CH2:27][OH:28])[C:15]([NH:17][C:18]([C:20]4[S:21][CH:22]=[CH:23][CH:24]=4)=[O:19])=[N:16][C:12]=3[CH:11]=2)=[O:9])[CH2:6][CH2:5][CH2:4][CH2:3][CH2:2]1.[C:32](OC(=O)C)(=[O:34])[CH3:33].C(N(CC)CC)C.